From a dataset of Catalyst prediction with 721,799 reactions and 888 catalyst types from USPTO. Predict which catalyst facilitates the given reaction. (1) Reactant: [N+:1]([C:4]1[C:5]([CH:14]=[O:15])=[CH:6][CH:7]=[C:8]2[C:13]=1[N:12]=[CH:11][CH:10]=[CH:9]2)([O-:3])=[O:2].[F:16][C:17]1[CH:18]=[C:19]([Mg]Br)[CH:20]=[CH:21][C:22]=1[F:23]. Product: [F:16][C:17]1[CH:18]=[C:19]([CH:14]([C:5]2[C:4]([N+:1]([O-:3])=[O:2])=[C:13]3[C:8]([CH:9]=[CH:10][CH:11]=[N:12]3)=[CH:7][CH:6]=2)[OH:15])[CH:20]=[CH:21][C:22]=1[F:23]. The catalyst class is: 1. (2) Reactant: [NH2:1][C:2]1[C:7]([NH2:8])=[C:6]([Cl:9])[C:5]([Cl:10])=[CH:4][N:3]=1.[N:11]1([CH2:17][CH2:18][NH:19][C:20]2[CH:28]=[CH:27][C:23]([C:24](O)=O)=[CH:22][CH:21]=2)[CH2:16][CH2:15][O:14][CH2:13][CH2:12]1. Product: [Cl:10][C:5]1[C:6]([Cl:9])=[C:7]2[N:8]=[C:24]([C:23]3[CH:27]=[CH:28][C:20]([NH:19][CH2:18][CH2:17][N:11]4[CH2:16][CH2:15][O:14][CH2:13][CH2:12]4)=[CH:21][CH:22]=3)[NH:1][C:2]2=[N:3][CH:4]=1. The catalyst class is: 265. (3) Reactant: FC(F)(F)C(O)=O.[CH2:8]([O:15][C:16](=[O:33])[CH2:17][C@@H:18]([NH2:32])[C:19]([NH:21][C@@H:22]([CH2:25][C:26]1[CH:31]=[CH:30][CH:29]=[CH:28][CH:27]=1)[CH2:23][OH:24])=[O:20])[C:9]1[CH:14]=[CH:13][CH:12]=[CH:11][CH:10]=1.CO[CH:36]1[CH:40]([C:41]2[CH:46]=[CH:45][C:44]([C:47]3[CH:52]=[CH:51][C:50]([C:53]#[N:54])=[CH:49][CH:48]=3)=[CH:43][CH:42]=2)[CH2:39][CH:38](OC)O1. Product: [CH2:8]([O:15][C:16](=[O:33])[CH2:17][C@@H:18]([N:32]1[CH:38]=[CH:39][C:40]([C:41]2[CH:46]=[CH:45][C:44]([C:47]3[CH:48]=[CH:49][C:50]([C:53]#[N:54])=[CH:51][CH:52]=3)=[CH:43][CH:42]=2)=[CH:36]1)[C:19]([NH:21][C@@H:22]([CH2:25][C:26]1[CH:31]=[CH:30][CH:29]=[CH:28][CH:27]=1)[CH2:23][OH:24])=[O:20])[C:9]1[CH:10]=[CH:11][CH:12]=[CH:13][CH:14]=1. The catalyst class is: 26. (4) Reactant: [C:1](C1NC=CN=1)(C1NC=CN=1)=S.[NH2:13][C:14]1[S:15][CH:16]=[CH:17][N:18]=1.[NH:19]([C:21](=[O:42])[C:22]([NH:24][C:25]1[CH:30]=[CH:29][C:28]([C@H:31]2[CH2:36][CH2:35][C@H:34]([CH2:37][C:38]([O:40][CH3:41])=[O:39])[CH2:33][CH2:32]2)=[CH:27][CH:26]=1)=[O:23])[NH2:20].CCN=C=NCCCN(C)C. Product: [S:15]1[CH:16]=[CH:17][N:18]=[C:14]1[NH:13][C:1]1[O:42][C:21]([C:22]([NH:24][C:25]2[CH:26]=[CH:27][C:28]([C@H:31]3[CH2:32][CH2:33][C@H:34]([CH2:37][C:38]([O:40][CH3:41])=[O:39])[CH2:35][CH2:36]3)=[CH:29][CH:30]=2)=[O:23])=[N:19][N:20]=1. The catalyst class is: 287.